From a dataset of Full USPTO retrosynthesis dataset with 1.9M reactions from patents (1976-2016). Predict the reactants needed to synthesize the given product. (1) Given the product [F:23][C:2]([F:1])([F:22])[C:28]([OH:29])=[O:25].[F:23][C:2]([F:1])([F:22])[O:3][C:4]1[CH:5]=[C:6]([N:10]2[CH2:15][CH2:14][N:13]([CH2:16][C:17]([OH:19])=[O:18])[CH2:12][CH2:11]2)[CH:7]=[CH:8][CH:9]=1, predict the reactants needed to synthesize it. The reactants are: [F:1][C:2]([F:23])([F:22])[O:3][C:4]1[CH:5]=[C:6]([N:10]2[CH2:15][CH2:14][N:13]([CH2:16][C:17]([O:19]CC)=[O:18])[CH2:12][CH2:11]2)[CH:7]=[CH:8][CH:9]=1.[Li+].[OH-:25].C1C[O:29][CH2:28]C1. (2) The reactants are: Cl[CH2:2][CH2:3][CH2:4][CH:5]([C:14]1O[C:16]([C:19]2[CH:24]=[CH:23][C:22]([C:25]3[O:29][C:28]([CH3:30])=[N:27][CH:26]=3)=[C:21]([O:31][CH3:32])[CH:20]=2)=[N:17][N:18]=1)[C:6]1[CH:11]=[CH:10][C:9]([F:12])=[CH:8][C:7]=1[F:13].[N-:33]=[N+]=[N-].[Na+].C1(P(C2C=CC=CC=2)C2C=CC=CC=2)C=CC=CC=1. Given the product [F:13][C:7]1[CH:8]=[C:9]([F:12])[CH:10]=[CH:11][C:6]=1[CH:5]1[CH2:4][CH2:3][CH2:2][N:33]2[C:16]([C:19]3[CH:24]=[CH:23][C:22]([C:25]4[O:29][C:28]([CH3:30])=[N:27][CH:26]=4)=[C:21]([O:31][CH3:32])[CH:20]=3)=[N:17][N:18]=[C:14]12, predict the reactants needed to synthesize it. (3) Given the product [C:2]([C:4]1[C:5]([CH3:19])=[CH:6][C:7]([C:10]([NH:12][CH:13]2[CH2:18][CH2:17][N:16]([CH2:32][CH2:31][C:22]3[C:21]([CH3:20])=[C:29]4[C:25](=[CH:24][CH:23]=3)[C:26](=[O:30])[O:27][CH2:28]4)[CH2:15][CH2:14]2)=[O:11])=[N:8][CH:9]=1)#[N:3], predict the reactants needed to synthesize it. The reactants are: Cl.[C:2]([C:4]1[C:5]([CH3:19])=[CH:6][C:7]([C:10]([NH:12][CH:13]2[CH2:18][CH2:17][NH:16][CH2:15][CH2:14]2)=[O:11])=[N:8][CH:9]=1)#[N:3].[CH3:20][C:21]1[C:29]2[CH2:28][O:27][C:26](=[O:30])[C:25]=2[CH:24]=[CH:23][C:22]=1[CH2:31][CH:32]=O. (4) The reactants are: [Cl:1][C:2]1[CH:10]=[CH:9][C:5]([C:6](O)=[O:7])=[CH:4][C:3]=1[N+:11]([O-:13])=[O:12].C(Cl)(=O)C([Cl:17])=O. Given the product [Cl:1][C:2]1[CH:10]=[CH:9][C:5]([C:6]([Cl:17])=[O:7])=[CH:4][C:3]=1[N+:11]([O-:13])=[O:12], predict the reactants needed to synthesize it.